This data is from Forward reaction prediction with 1.9M reactions from USPTO patents (1976-2016). The task is: Predict the product of the given reaction. Given the reactants [NH2:1][C:2]([C:11]1[O:12][CH:13]=[CH:14][CH:15]=1)=[C:3]([C:6](=[O:10])[CH2:7][C:8]#[N:9])[C:4]#[N:5].CC[O-].[Na+], predict the reaction product. The product is: [NH2:9][C:8]1[NH:1][C:2]([C:11]2[O:12][CH:13]=[CH:14][CH:15]=2)=[C:3]([C:4]#[N:5])[C:6](=[O:10])[CH:7]=1.